Task: Predict the reactants needed to synthesize the given product.. Dataset: Full USPTO retrosynthesis dataset with 1.9M reactions from patents (1976-2016) (1) Given the product [CH3:1][O:2][C:3]1[N:8]=[C:7]([C:9]2[CH:10]=[CH:11][CH:12]=[CH:13][CH:14]=2)[N:6]=[C:5]([O:15][CH:16]2[CH2:33][CH:32]3[CH:18]([C:19](=[O:39])[N:20]([CH3:38])[CH2:21][CH2:22][CH2:23][CH2:24][CH:25]=[CH:26][CH:27]4[C:29]([C:35]([NH:58][S:55]([C:52]5([CH3:51])[CH2:54][CH2:53]5)(=[O:57])=[O:56])=[O:36])([NH:30][C:31]3=[O:34])[CH2:28]4)[CH2:17]2)[CH:4]=1, predict the reactants needed to synthesize it. The reactants are: [CH3:1][O:2][C:3]1[N:8]=[C:7]([C:9]2[CH:14]=[CH:13][CH:12]=[CH:11][CH:10]=2)[N:6]=[C:5]([O:15][CH:16]2[CH2:33][CH:32]3[CH:18]([C:19](=[O:39])[N:20]([CH3:38])[CH2:21][CH2:22][CH2:23][CH2:24][CH:25]=[CH:26][CH:27]4[C:29]([C:35](O)=[O:36])([NH:30][C:31]3=[O:34])[CH2:28]4)[CH2:17]2)[CH:4]=1.CCN=C=NCCCN(C)C.[CH3:51][C:52]1([S:55]([NH2:58])(=[O:57])=[O:56])[CH2:54][CH2:53]1.C1CCN2C(=NCCC2)CC1.C(O)(=O)CC(CC(O)=O)(C(O)=O)O. (2) Given the product [F:25][C:24]([F:26])([F:27])[C:21]1([C:18]2[CH:19]=[CH:20][C:15]([C:13]3[N:14]=[C:8]([C:5]4[CH:4]=[CH:3][C:2](=[O:1])[NH:7][CH:6]=4)[O:10][N:12]=3)=[CH:16][CH:17]=2)[CH2:23][CH2:22]1, predict the reactants needed to synthesize it. The reactants are: [O:1]=[C:2]1[NH:7][CH:6]=[C:5]([C:8]([OH:10])=O)[CH:4]=[CH:3]1.O[N:12]=[C:13]([C:15]1[CH:20]=[CH:19][C:18]([C:21]2([C:24]([F:27])([F:26])[F:25])[CH2:23][CH2:22]2)=[CH:17][CH:16]=1)[NH2:14]. (3) Given the product [Br:1][C:2]1[CH:3]=[C:4]([C:5]([N:15]2[CH2:20][CH2:19][S:18][CH2:17][CH2:16]2)=[O:7])[CH:8]=[C:9]([C:11]([F:14])([F:13])[F:12])[CH:10]=1, predict the reactants needed to synthesize it. The reactants are: [Br:1][C:2]1[CH:3]=[C:4]([CH:8]=[C:9]([C:11]([F:14])([F:13])[F:12])[CH:10]=1)[C:5]([OH:7])=O.[NH:15]1[CH2:20][CH2:19][S:18][CH2:17][CH2:16]1.C1C=CC2N(O)N=NC=2C=1.CCN=C=NCCCN(C)C.C(=O)([O-])O.[Na+].